From a dataset of Catalyst prediction with 721,799 reactions and 888 catalyst types from USPTO. Predict which catalyst facilitates the given reaction. (1) Reactant: CO[C:3]([C:5]1[CH:6]=[C:7]2[C:15](=[CH:16][CH:17]=1)[NH:14][C:13]1[C:12](=[O:18])[NH:11][CH:10]([CH2:19]O)[CH2:9][C:8]2=1)=[O:4].[C-:21]#[N:22].[Na+]. Product: [N:22]1[CH:6]=[CH:7][CH:8]=[C:13]([NH:14][C:3]([C:5]2[CH:6]=[C:7]3[C:15](=[CH:16][CH:17]=2)[NH:14][C:13]2[C:12](=[O:18])[NH:11][CH:10]([CH2:19][CH2:9][C:10]#[N:11])[CH2:9][C:8]3=2)=[O:4])[CH:21]=1. The catalyst class is: 25. (2) Reactant: [F:1][C:2]1[CH:3]=[CH:4][C:5]2[O:9][C:8]([CH2:10]O)=[CH:7][C:6]=2[CH:12]=1.P(Br)(Br)[Br:14]. Product: [Br:14][CH2:10][C:8]1[O:9][C:5]2[CH:4]=[CH:3][C:2]([F:1])=[CH:12][C:6]=2[CH:7]=1. The catalyst class is: 11.